This data is from NCI-60 drug combinations with 297,098 pairs across 59 cell lines. The task is: Regression. Given two drug SMILES strings and cell line genomic features, predict the synergy score measuring deviation from expected non-interaction effect. (1) Drug 1: C1=CC(=CC=C1CC(C(=O)O)N)N(CCCl)CCCl.Cl. Drug 2: C1CC(=O)NC(=O)C1N2C(=O)C3=CC=CC=C3C2=O. Cell line: SF-539. Synergy scores: CSS=10.9, Synergy_ZIP=-0.933, Synergy_Bliss=4.00, Synergy_Loewe=-8.78, Synergy_HSA=-0.278. (2) Drug 1: CN(C(=O)NC(C=O)C(C(C(CO)O)O)O)N=O. Drug 2: CC1C(C(CC(O1)OC2CC(CC3=C2C(=C4C(=C3O)C(=O)C5=CC=CC=C5C4=O)O)(C(=O)C)O)N)O. Cell line: NCI-H522. Synergy scores: CSS=58.3, Synergy_ZIP=6.77, Synergy_Bliss=6.96, Synergy_Loewe=6.53, Synergy_HSA=8.39. (3) Drug 1: CC1C(C(CC(O1)OC2CC(CC3=C2C(=C4C(=C3O)C(=O)C5=C(C4=O)C(=CC=C5)OC)O)(C(=O)CO)O)N)O.Cl. Drug 2: CN(C(=O)NC(C=O)C(C(C(CO)O)O)O)N=O. Cell line: HL-60(TB). Synergy scores: CSS=9.89, Synergy_ZIP=-2.33, Synergy_Bliss=2.71, Synergy_Loewe=-65.3, Synergy_HSA=0.941. (4) Drug 1: C1=CN(C=N1)CC(O)(P(=O)(O)O)P(=O)(O)O. Drug 2: CN(CCCl)CCCl.Cl. Cell line: NCI/ADR-RES. Synergy scores: CSS=0.947, Synergy_ZIP=6.17, Synergy_Bliss=14.1, Synergy_Loewe=-3.86, Synergy_HSA=-0.812. (5) Drug 1: CC1OCC2C(O1)C(C(C(O2)OC3C4COC(=O)C4C(C5=CC6=C(C=C35)OCO6)C7=CC(=C(C(=C7)OC)O)OC)O)O. Drug 2: C1CN(CCN1C(=O)CCBr)C(=O)CCBr. Cell line: NCI-H460. Synergy scores: CSS=55.1, Synergy_ZIP=0.694, Synergy_Bliss=0.0595, Synergy_Loewe=0.134, Synergy_HSA=4.83. (6) Drug 2: C1=CC(=C2C(=C1NCCNCCO)C(=O)C3=C(C=CC(=C3C2=O)O)O)NCCNCCO. Cell line: ACHN. Drug 1: COC1=C(C=C2C(=C1)N=CN=C2NC3=CC(=C(C=C3)F)Cl)OCCCN4CCOCC4. Synergy scores: CSS=82.0, Synergy_ZIP=11.1, Synergy_Bliss=10.3, Synergy_Loewe=15.0, Synergy_HSA=17.3. (7) Drug 1: CC1C(C(CC(O1)OC2CC(CC3=C2C(=C4C(=C3O)C(=O)C5=C(C4=O)C(=CC=C5)OC)O)(C(=O)C)O)N)O.Cl. Drug 2: CCC(=C(C1=CC=CC=C1)C2=CC=C(C=C2)OCCN(C)C)C3=CC=CC=C3.C(C(=O)O)C(CC(=O)O)(C(=O)O)O. Cell line: MDA-MB-435. Synergy scores: CSS=11.7, Synergy_ZIP=0.787, Synergy_Bliss=3.96, Synergy_Loewe=-8.24, Synergy_HSA=-0.0423.